Task: Predict the product of the given reaction.. Dataset: Forward reaction prediction with 1.9M reactions from USPTO patents (1976-2016) (1) Given the reactants [NH2:1][C:2]1[CH:7]=[CH:6][C:5]([CH:8]2[C:17]([CH3:19])([CH3:18])[CH2:16][C:15]3[C:10](=[CH:11][CH:12]=[C:13]([C:20]([O:22][CH3:23])=[O:21])[CH:14]=3)[NH:9]2)=[CH:4][CH:3]=1.[CH:24]1([C:30](O)=[O:31])[CH2:29][CH2:28][CH2:27][CH2:26][CH2:25]1.C(N(CC)C(C)C)(C)C.P(Cl)(Cl)(Cl)=O, predict the reaction product. The product is: [CH:24]1([C:30]([NH:1][C:2]2[CH:3]=[CH:4][C:5]([CH:8]3[C:17]([CH3:18])([CH3:19])[CH2:16][C:15]4[C:10](=[CH:11][CH:12]=[C:13]([C:20]([O:22][CH3:23])=[O:21])[CH:14]=4)[NH:9]3)=[CH:6][CH:7]=2)=[O:31])[CH2:29][CH2:28][CH2:27][CH2:26][CH2:25]1. (2) Given the reactants C1([O:7][C:8](=[O:16])[C@@:9]2([C:12]([F:15])([F:14])[F:13])[O:11][CH2:10]2)C=CC=CC=1.O.[OH-].[Na+], predict the reaction product. The product is: [O:11]1[CH2:10][C@@:9]1([C:12]([F:15])([F:14])[F:13])[C:8]([OH:16])=[O:7]. (3) Given the reactants [NH2:1][CH2:2][C:3]1[C:4]([NH2:30])=[N:5][C:6]([O:9][CH2:10][CH2:11][CH2:12][CH2:13][N:14]2[CH2:19][CH2:18][N:17]([C:20]3[C:29]4[C:24](=[CH:25][CH:26]=[CH:27][CH:28]=4)[CH:23]=[CH:22][CH:21]=3)[CH2:16][CH2:15]2)=[CH:7][CH:8]=1.Cl[C:32](OC1C=CC=CC=1)=[O:33].CCN(CC)CC.[Li+].CC([N-]C(C)C)C, predict the reaction product. The product is: [C:20]1([N:17]2[CH2:16][CH2:15][N:14]([CH2:13][CH2:12][CH2:11][CH2:10][O:9][C:6]3[CH:7]=[CH:8][C:3]4[CH2:2][NH:1][C:32](=[O:33])[NH:30][C:4]=4[N:5]=3)[CH2:19][CH2:18]2)[C:29]2[C:24](=[CH:25][CH:26]=[CH:27][CH:28]=2)[CH:23]=[CH:22][CH:21]=1. (4) Given the reactants [C:1]([C:3]1[CH:4]=[C:5]([CH:9]=[CH:10][CH:11]=1)[C:6](Cl)=[O:7])#[N:2].[NH2:12][C:13]1[C:14]([CH3:36])=[C:15]2[C:21]([CH:22]3[CH2:27][CH2:26][N:25]([C:28]([O:30][C:31]([CH3:34])([CH3:33])[CH3:32])=[O:29])[CH2:24][CH2:23]3)=[CH:20][N:19]([CH3:35])[C:16]2=[N:17][CH:18]=1, predict the reaction product. The product is: [C:1]([C:3]1[CH:4]=[C:5]([CH:9]=[CH:10][CH:11]=1)[C:6]([NH:12][C:13]1[C:14]([CH3:36])=[C:15]2[C:21]([CH:22]3[CH2:23][CH2:24][N:25]([C:28]([O:30][C:31]([CH3:32])([CH3:33])[CH3:34])=[O:29])[CH2:26][CH2:27]3)=[CH:20][N:19]([CH3:35])[C:16]2=[N:17][CH:18]=1)=[O:7])#[N:2]. (5) The product is: [CH3:65][O:64][C:59]1[CH:60]=[C:61]2[C:56](=[CH:57][CH:58]=1)[CH2:55][CH:54]([CH2:53][C:48]1[CH:49]=[CH:50][CH:51]=[CH:52][C:47]=1[NH:15][CH2:14][C:13]1[CH:12]=[CH:11][C:10]([O:9][CH2:8][CH2:7][N:1]3[CH2:6][CH2:5][CH2:4][CH2:3][CH2:2]3)=[CH:17][CH:16]=1)[CH2:63][CH2:62]2. Given the reactants [N:1]1([CH2:7][CH2:8][O:9][C:10]2[CH:17]=[CH:16][C:13]([C:14]#[N:15])=[CH:12][CH:11]=2)[CH2:6][CH2:5][CH2:4][CH2:3][CH2:2]1.[H-].[Al+3].[Li+].[H-].[H-].[H-].N1(CCOC2C=CC(CN)=CC=2)CCCCC1.FC(F)(F)S(O[C:47]1[CH:52]=[CH:51][CH:50]=[CH:49][C:48]=1[CH2:53][CH:54]1[CH2:63][CH2:62][C:61]2[C:56](=[CH:57][CH:58]=[C:59]([O:64][CH3:65])[CH:60]=2)[CH2:55]1)(=O)=O, predict the reaction product. (6) Given the reactants [CH3:1][C:2]1([CH3:25])[C:6]([C:7]2[CH:8]=[C:9]([CH:14]=[CH:15][C:16]=2OS(C(F)(F)F)(=O)=O)[C:10]([O:12][CH3:13])=[O:11])=[CH:5][CH2:4][CH2:3]1.C(=O)([O-])[O-].[K+].[K+].[F:32][C:33]1[C:34](B(O)O)=[CH:35][C:36]([O:39][CH3:40])=[N:37][CH:38]=1, predict the reaction product. The product is: [CH3:1][C:2]1([CH3:25])[C:6]([C:7]2[CH:8]=[C:9]([CH:14]=[CH:15][C:16]=2[C:34]2[C:33]([F:32])=[CH:38][N:37]=[C:36]([O:39][CH3:40])[CH:35]=2)[C:10]([O:12][CH3:13])=[O:11])=[CH:5][CH2:4][CH2:3]1. (7) Given the reactants Cl.[NH2:2][CH2:3][C:4]1[CH:5]=[C:6](B(O)O)[CH:7]=[CH:8][CH:9]=1.C(=O)([O-])[O-].[Cs+].[Cs+].[Cl:19][C:20]1[CH:25]=[C:24]([C:26]([NH:28][CH2:29][C@H:30]2[CH2:35][CH2:34][C@H:33]([CH2:36][NH:37][C:38](=[O:44])[O:39][C:40]([CH3:43])([CH3:42])[CH3:41])[CH2:32][CH2:31]2)=[O:27])[CH:23]=[C:22](Cl)[N:21]=1, predict the reaction product. The product is: [NH2:2][CH2:3][C:4]1[CH:5]=[C:6]([C:22]2[CH:23]=[C:24]([C:26]([NH:28][CH2:29][C@H:30]3[CH2:31][CH2:32][C@H:33]([CH2:36][NH:37][C:38](=[O:44])[O:39][C:40]([CH3:41])([CH3:42])[CH3:43])[CH2:34][CH2:35]3)=[O:27])[CH:25]=[C:20]([Cl:19])[N:21]=2)[CH:7]=[CH:8][CH:9]=1.